From a dataset of Forward reaction prediction with 1.9M reactions from USPTO patents (1976-2016). Predict the product of the given reaction. (1) Given the reactants [Cl:1][C:2]1[CH:31]=[CH:30][C:5]([C:6]([NH:8][C:9]2[CH:10]=[CH:11][C:12]([N:15]([CH2:23][CH2:24][N:25]3[CH:29]=[CH:28][CH:27]=[N:26]3)C(=O)OC(C)(C)C)=[N:13][CH:14]=2)=[O:7])=[C:4]([N:32]([CH3:34])[CH3:33])[CH:3]=1.FC(F)(F)C(O)=O, predict the reaction product. The product is: [Cl:1][C:2]1[CH:31]=[CH:30][C:5]([C:6]([NH:8][C:9]2[CH:14]=[N:13][C:12]([NH:15][CH2:23][CH2:24][N:25]3[CH:29]=[CH:28][CH:27]=[N:26]3)=[CH:11][CH:10]=2)=[O:7])=[C:4]([N:32]([CH3:34])[CH3:33])[CH:3]=1. (2) Given the reactants [Si]([O:8][CH2:9][C@@H:10]([NH:19][C:20]([N:22]1[CH2:31][CH2:30][C:29]2[CH:28]=[N:27][C:26]([NH:32][CH:33]([CH3:38])[C:34]([F:37])([F:36])[F:35])=[N:25][C:24]=2[CH2:23]1)=[O:21])[C:11]1[CH:16]=[CH:15][C:14]([Cl:17])=[C:13]([Cl:18])[CH:12]=1)(C(C)(C)C)(C)C.Cl.CC(O)C, predict the reaction product. The product is: [Cl:18][C:13]1[CH:12]=[C:11]([C@H:10]([NH:19][C:20]([N:22]2[CH2:31][CH2:30][C:29]3[CH:28]=[N:27][C:26]([NH:32][CH:33]([CH3:38])[C:34]([F:36])([F:37])[F:35])=[N:25][C:24]=3[CH2:23]2)=[O:21])[CH2:9][OH:8])[CH:16]=[CH:15][C:14]=1[Cl:17]. (3) Given the reactants [Cl:1][C:2]1[CH:3]=[C:4]([C:10]2[N:11]=[C:12]3[C:17](=[CH:18][CH:19]=2)[N:16]=[CH:15][C:14]([C:20](=[O:24])[CH:21]([CH3:23])[CH3:22])=[C:13]3[NH:25][C:26]2[CH:27]=[CH:28][C:29]([N:32]3[CH2:37][CH2:36][CH2:35][C@@H:34]([NH:38]C(=O)OC(C)(C)C)[CH2:33]3)=[N:30][CH:31]=2)[CH:5]=[C:6]([F:9])[C:7]=1[OH:8].C(O)(C(F)(F)F)=O, predict the reaction product. The product is: [ClH:1].[ClH:1].[ClH:1].[NH2:38][C@@H:34]1[CH2:35][CH2:36][CH2:37][N:32]([C:29]2[N:30]=[CH:31][C:26]([NH:25][C:13]3[C:12]4[C:17](=[CH:18][CH:19]=[C:10]([C:4]5[CH:5]=[C:6]([F:9])[C:7]([OH:8])=[C:2]([Cl:1])[CH:3]=5)[N:11]=4)[N:16]=[CH:15][C:14]=3[C:20](=[O:24])[CH:21]([CH3:22])[CH3:23])=[CH:27][CH:28]=2)[CH2:33]1. (4) Given the reactants [F:1][C:2]([F:12])([F:11])[CH2:3][CH2:4][S:5]([CH2:7][CH2:8][CH2:9]Cl)=[O:6].[CH2:13]([NH2:15])[CH3:14], predict the reaction product. The product is: [CH2:13]([NH:15][CH2:9][CH2:8][CH2:7][S:5]([CH2:4][CH2:3][C:2]([F:12])([F:11])[F:1])=[O:6])[CH3:14]. (5) Given the reactants [C:1]([C:4]1[CH:5]=[C:6]([C:10]2[CH:15]=[CH:14][C:13](/[C:16](/[CH3:36])=[CH:17]/[CH2:18][O:19][C:20]3[CH:25]=[CH:24][C:23]([CH2:26][C@H:27]([O:33][CH2:34][CH3:35])[C:28]([O:30]CC)=[O:29])=[CH:22][CH:21]=3)=[CH:12][CH:11]=2)[CH:7]=[CH:8][CH:9]=1)(=[O:3])[CH3:2].[OH-].[Na+], predict the reaction product. The product is: [C:1]([C:4]1[CH:5]=[C:6]([C:10]2[CH:11]=[CH:12][C:13](/[C:16](/[CH3:36])=[CH:17]/[CH2:18][O:19][C:20]3[CH:21]=[CH:22][C:23]([CH2:26][C@H:27]([O:33][CH2:34][CH3:35])[C:28]([OH:30])=[O:29])=[CH:24][CH:25]=3)=[CH:14][CH:15]=2)[CH:7]=[CH:8][CH:9]=1)(=[O:3])[CH3:2].